From a dataset of Forward reaction prediction with 1.9M reactions from USPTO patents (1976-2016). Predict the product of the given reaction. (1) The product is: [Br:3][C:4]1[CH:12]=[CH:11][CH:10]=[C:9]2[C:5]=1[CH:6]=[N:7][N:8]2[S:19]([C:13]1[CH:18]=[CH:17][CH:16]=[CH:15][CH:14]=1)(=[O:21])=[O:20]. Given the reactants [H-].[Na+].[Br:3][C:4]1[CH:12]=[CH:11][CH:10]=[C:9]2[C:5]=1[CH:6]=[N:7][NH:8]2.[C:13]1([S:19](Cl)(=[O:21])=[O:20])[CH:18]=[CH:17][CH:16]=[CH:15][CH:14]=1, predict the reaction product. (2) Given the reactants N1C=CC=CC=1.[Si:7](Cl)([C:10]([CH3:13])([CH3:12])[CH3:11])([CH3:9])[CH3:8].[CH2:15]([C:18]1([OH:24])[CH2:23][CH2:22][CH2:21][CH2:20][CH2:19]1)[CH:16]=[CH2:17].O([Si](C(C)(C)C)(C)C)S(C(F)(F)F)(=O)=O, predict the reaction product. The product is: [CH2:15]([C:18]1([O:24][Si:7]([C:10]([CH3:13])([CH3:12])[CH3:11])([CH3:9])[CH3:8])[CH2:23][CH2:22][CH2:21][CH2:20][CH2:19]1)[CH:16]=[CH2:17]. (3) Given the reactants [NH2:1][C:2]1[CH:7]=[CH:6][CH:5]=[CH:4][CH:3]=1.C[Al](C)C.[N+:12]([C:15]1[CH:16]=[CH:17][C:18]2[N:19]([CH:21]=[C:22]([C:24](OCC)=[O:25])[N:23]=2)[CH:20]=1)([O-:14])=[O:13].[Cl-].[NH4+], predict the reaction product. The product is: [N+:12]([C:15]1[CH:16]=[CH:17][C:18]2[N:19]([CH:21]=[C:22]([C:24]([NH:1][C:2]3[CH:7]=[CH:6][CH:5]=[CH:4][CH:3]=3)=[O:25])[N:23]=2)[CH:20]=1)([O-:14])=[O:13]. (4) Given the reactants [NH2:1][C:2]1[S:3][C:4]([CH2:12][CH3:13])=[CH:5][C:6]=1[C:7](OCC)=[O:8].[CH:14]([NH2:16])=O, predict the reaction product. The product is: [CH2:12]([C:4]1[S:3][C:2]2[N:1]=[CH:14][N:16]=[C:7]([OH:8])[C:6]=2[CH:5]=1)[CH3:13]. (5) The product is: [Br:18][C:19]1[CH:20]=[CH:21][C:22]([C:25]2[CH:29]=[C:28]([CH2:30][N:14]3[CH:13]=[C:12]4[N:17]=[C:9]([C:3]5[CH:4]=[CH:5][CH:6]=[C:7]([F:8])[C:2]=5[F:1])[N:10]=[C:11]4[CH:16]=[N:15]3)[O:27][N:26]=2)=[CH:23][CH:24]=1. Given the reactants [F:1][C:2]1[C:7]([F:8])=[CH:6][CH:5]=[CH:4][C:3]=1[C:9]1[N:17]=[C:12]2[CH:13]=[N:14][NH:15][CH:16]=[C:11]2[N:10]=1.[Br:18][C:19]1[CH:24]=[CH:23][C:22]([C:25]2[CH:29]=[C:28]([CH2:30]Cl)[O:27][N:26]=2)=[CH:21][CH:20]=1, predict the reaction product. (6) The product is: [OH:51][CH2:50][C@@H:49]([NH:48][C:21]([C:10]1[CH:11]=[C:12]([C:14]2[CH:15]=[CH:16][C:17]([CH3:20])=[CH:18][CH:19]=2)[CH:13]=[C:8]([C:6]([N:5]([CH2:1][CH:2]([CH3:4])[CH3:3])[CH3:24])=[O:7])[CH:9]=1)=[O:23])[C:52]1[CH:53]=[N:54][C:55]([O:58][CH3:59])=[CH:56][CH:57]=1. Given the reactants [CH2:1]([N:5]([CH3:24])[C:6]([C:8]1[CH:9]=[C:10]([C:21]([OH:23])=O)[CH:11]=[C:12]([C:14]2[CH:19]=[CH:18][C:17]([CH3:20])=[CH:16][CH:15]=2)[CH:13]=1)=[O:7])[CH:2]([CH3:4])[CH3:3].Cl.CN(C)CCCN=C=NCC.O.ON1C2C=CC=CC=2N=N1.[NH2:48][C@@H:49]([C:52]1[CH:53]=[N:54][C:55]([O:58][CH3:59])=[CH:56][CH:57]=1)[CH2:50][OH:51].C(N(CC)C(C)C)(C)C, predict the reaction product. (7) Given the reactants [Si]([O:8][C:9]1[CH:10]=[C:11]2[C:16](=[CH:17][CH:18]=1)[N:15]=[C:14]([CH2:19][NH:20][C:21]13[CH2:28][CH2:27][C:24]([C:29]([O:31][CH3:32])=[O:30])([CH2:25][CH2:26]1)[CH2:23][CH2:22]3)[CH:13]=[CH:12]2)(C(C)(C)C)(C)C.Cl.C([O-])(O)=O.[Na+], predict the reaction product. The product is: [OH:8][C:9]1[CH:10]=[C:11]2[C:16](=[CH:17][CH:18]=1)[N:15]=[C:14]([CH2:19][NH:20][C:21]13[CH2:28][CH2:27][C:24]([C:29]([O:31][CH3:32])=[O:30])([CH2:23][CH2:22]1)[CH2:25][CH2:26]3)[CH:13]=[CH:12]2. (8) The product is: [CH3:35][C:22]1([CH3:34])[C@@H:23]([OH:33])[CH2:24][CH2:25][C@@:26]2([CH3:27])[C@H:21]1[CH2:20][CH2:19][C:18]1[C:17]3[C@:31]([CH3:32])([CH2:30][CH2:29][C:28]=12)[C@@H:14]([C@H:12]([CH3:13])[CH2:11][CH2:10][CH2:9][N:8]([CH3:37])[CH3:7])[CH2:15][CH:16]=3. Given the reactants [H-].[Al+3].[Li+].[H-].[H-].[H-].[CH3:7][N:8]([CH3:37])[C:9](=O)[CH2:10][CH2:11][C@H:12]([C@@H:14]1[C@:31]2([CH3:32])[C:17]([C:18]3[CH2:19][CH2:20][C@@H:21]4[C@:26]([C:28]=3[CH2:29][CH2:30]2)([CH3:27])[CH2:25][CH2:24][C@H:23]([OH:33])[C:22]4([CH3:35])[CH3:34])=[CH:16][CH2:15]1)[CH3:13], predict the reaction product.